Dataset: Full USPTO retrosynthesis dataset with 1.9M reactions from patents (1976-2016). Task: Predict the reactants needed to synthesize the given product. Given the product [CH2:24]([O:1][C:2]1[CH:3]=[C:4]([CH2:8][NH:9][C:10](=[O:18])[C:11]2[CH:16]=[CH:15][CH:14]=[N:13][C:12]=2[NH2:17])[CH:5]=[CH:6][CH:7]=1)[CH2:23][CH2:22][C:21]#[CH:20], predict the reactants needed to synthesize it. The reactants are: [OH:1][C:2]1[CH:3]=[C:4]([CH2:8][NH:9][C:10](=[O:18])[C:11]2[CH:16]=[CH:15][CH:14]=[N:13][C:12]=2[NH2:17])[CH:5]=[CH:6][CH:7]=1.Cl[CH2:20][CH2:21][CH2:22][C:23]#[CH:24].C(=O)([O-])[O-].[Cs+].[Cs+].CN(C=O)C.